Dataset: Reaction yield outcomes from USPTO patents with 853,638 reactions. Task: Predict the reaction yield, written as a fraction of the theoretical maximum amount of product (1.0 means a 100% yield; for example, 0.34 means a 34% yield). (1) The reactants are [C:1]([N:3]=[C:4]([C:7]1[CH:12]=[CH:11][CH:10]=[CH:9][CH:8]=1)OC)#[N:2].Cl.[CH3:14][O:15][C:16](=[O:19])[CH2:17][NH2:18].C(N(CC)CC)C.O. The catalyst is CO. The product is [C:1]([N:3]=[C:4]([C:7]1[CH:8]=[CH:9][CH:10]=[CH:11][CH:12]=1)[NH:18][CH2:17][C:16]([O:15][CH3:14])=[O:19])#[N:2]. The yield is 0.310. (2) The reactants are I[C:2]1[CH:7]=[CH:6][C:5]([N:8]2[CH2:13][CH2:12][N:11]([C:14]([O:16][C:17]([CH3:20])([CH3:19])[CH3:18])=[O:15])[CH2:10][CH2:9]2)=[CH:4][CH:3]=1.C[Si]([C:25]#[CH:26])(C)C.CCN(CC)CC. The catalyst is [Cu]I.Cl[Pd](Cl)([P](C1C=CC=CC=1)(C1C=CC=CC=1)C1C=CC=CC=1)[P](C1C=CC=CC=1)(C1C=CC=CC=1)C1C=CC=CC=1.CN(C=O)C. The product is [C:25]([C:2]1[CH:7]=[CH:6][C:5]([N:8]2[CH2:13][CH2:12][N:11]([C:14]([O:16][C:17]([CH3:20])([CH3:19])[CH3:18])=[O:15])[CH2:10][CH2:9]2)=[CH:4][CH:3]=1)#[CH:26]. The yield is 0.960. (3) The reactants are [Br:1][C:2]1[C:13](=[O:14])[N:12]([CH2:15][C:16]2[C:21]([F:22])=[CH:20][CH:19]=[CH:18][C:17]=2[CH:23]2[CH2:25][CH2:24]2)[C:5]2[N:6]=[C:7]([S:10][CH3:11])[N:8]=[CH:9][C:4]=2[CH:3]=1.ClC1C=CC=C(C(OO)=[O:34])C=1. The catalyst is ClCCl. The product is [Br:1][C:2]1[C:13](=[O:14])[N:12]([CH2:15][C:16]2[C:21]([F:22])=[CH:20][CH:19]=[CH:18][C:17]=2[CH:23]2[CH2:25][CH2:24]2)[C:5]2[N:6]=[C:7]([S:10]([CH3:11])=[O:34])[N:8]=[CH:9][C:4]=2[CH:3]=1. The yield is 0.740.